Dataset: Peptide-MHC class II binding affinity with 134,281 pairs from IEDB. Task: Regression. Given a peptide amino acid sequence and an MHC pseudo amino acid sequence, predict their binding affinity value. This is MHC class II binding data. The peptide sequence is AEHQAIIRDVLTASD. The MHC is HLA-DQA10201-DQB10202 with pseudo-sequence HLA-DQA10201-DQB10202. The binding affinity (normalized) is 0.302.